This data is from Reaction yield outcomes from USPTO patents with 853,638 reactions. The task is: Predict the reaction yield, written as a fraction of the theoretical maximum amount of product (1.0 means a 100% yield; for example, 0.34 means a 34% yield). (1) The reactants are [CH2:1]([N:3]1CN(C)C[N:5]([C:10]2[S:11][C:12]3[C:18]([C:19]4[CH:24]=[C:23]([CH2:25][N:26]5[CH2:29][C:28]([OH:31])([CH3:30])[CH2:27]5)[CH:22]=[CH:21][N:20]=4)=[CH:17][C:16]([C:32]4[CH:33]=[N:34][C:35]([C:38]([OH:41])([CH3:40])[CH3:39])=[N:36][CH:37]=4)=[CH:15][C:13]=3[N:14]=2)[C:4]1=[O:42])[CH3:2].Cl. The catalyst is CO.C(Cl)Cl. The product is [CH2:1]([NH:3][C:4]([NH:5][C:10]1[S:11][C:12]2[C:18]([C:19]3[CH:24]=[C:23]([CH2:25][N:26]4[CH2:27][C:28]([OH:31])([CH3:30])[CH2:29]4)[CH:22]=[CH:21][N:20]=3)=[CH:17][C:16]([C:32]3[CH:33]=[N:34][C:35]([C:38]([OH:41])([CH3:40])[CH3:39])=[N:36][CH:37]=3)=[CH:15][C:13]=2[N:14]=1)=[O:42])[CH3:2]. The yield is 0.900. (2) The reactants are C(OC(=O)[NH:7][CH2:8][C:9]([CH3:31])([C:11]1[CH:16]=[CH:15][C:14]([CH2:17][C:18](=[O:30])[C:19]2[C:28](=[O:29])[C:27]3[C:22](=[CH:23][CH:24]=[CH:25][CH:26]=3)[NH:21][CH:20]=2)=[CH:13][CH:12]=1)[CH3:10])(C)(C)C.C(O)(C(F)(F)F)=O.[OH-].[Na+]. The catalyst is C(Cl)Cl. The product is [NH2:7][CH2:8][C:9]([C:11]1[CH:16]=[CH:15][C:14]([CH2:17][C:18]([C:19]2[C:28](=[O:29])[C:27]3[C:22](=[CH:23][CH:24]=[CH:25][CH:26]=3)[NH:21][CH:20]=2)=[O:30])=[CH:13][CH:12]=1)([CH3:10])[CH3:31]. The yield is 0.910.